Dataset: Full USPTO retrosynthesis dataset with 1.9M reactions from patents (1976-2016). Task: Predict the reactants needed to synthesize the given product. (1) Given the product [C:9]([O:13][C:14]([NH:16][C@H:17]([CH2:22][C:23]1[CH:28]=[C:27]([F:29])[C:26]([F:30])=[CH:25][C:24]=1[F:31])[CH2:18][C:19]([N:46]1[CH2:45][CH2:44][C@@H:43]([CH3:47])[NH:42][C:41](=[O:48])[C@H:40]1[CH3:39])=[O:21])=[O:15])([CH3:10])([CH3:11])[CH3:12], predict the reactants needed to synthesize it. The reactants are: ClC(OCC(C)C)=O.[C:9]([O:13][C:14]([NH:16][C@H:17]([CH2:22][C:23]1[CH:28]=[C:27]([F:29])[C:26]([F:30])=[CH:25][C:24]=1[F:31])[CH2:18][C:19]([OH:21])=O)=[O:15])([CH3:12])([CH3:11])[CH3:10].CN1CCOCC1.[CH3:39][C@H:40]1[NH:46][CH2:45][CH2:44][C@@H:43]([CH3:47])[NH:42][C:41]1=[O:48]. (2) Given the product [Br:1][C:2]1[C:3]([OH:12])=[CH:4][C:5]([OH:10])=[C:6]([CH:9]=1)[CH:7]=[O:8], predict the reactants needed to synthesize it. The reactants are: [Br:1][C:2]1[C:3]([O:12]C)=[CH:4][C:5]([O:10]C)=[C:6]([CH:9]=1)[CH:7]=[O:8].B(Br)(Br)Br. (3) Given the product [I:1][C:2]1[CH:17]=[CH:16][C:5]([C:6]2[O:15][C:10]3[CH:11]=[CH:12][CH:13]=[CH:14][C:9]=3[N:8]=2)=[CH:4][CH:3]=1, predict the reactants needed to synthesize it. The reactants are: [I:1][C:2]1[CH:17]=[CH:16][C:5]([C:6]([NH:8][C:9]2[CH:14]=[CH:13][CH:12]=[CH:11][C:10]=2[OH:15])=O)=[CH:4][CH:3]=1.O.C1(C)C=CC(S(O)(=O)=O)=CC=1.C1(C)C=CC=CC=1. (4) Given the product [F:36][C:37]1([F:42])[CH2:41][CH2:40][N:39]([C:29](=[O:31])[CH:28]([N:26]2[CH:27]=[C:23]([C:21]3[CH:20]=[N:19][N:18]4[C:14]([C:10]5[CH:9]=[C:8]([NH:7][C:5]([NH:4][CH2:3][C:2]([F:34])([F:33])[F:1])=[O:6])[CH:13]=[CH:12][CH:11]=5)=[CH:15][N:16]=[C:17]4[CH:22]=3)[CH:24]=[N:25]2)[CH3:32])[CH2:38]1, predict the reactants needed to synthesize it. The reactants are: [F:1][C:2]([F:34])([F:33])[CH2:3][NH:4][C:5]([NH:7][C:8]1[CH:9]=[C:10]([C:14]2[N:18]3[N:19]=[CH:20][C:21]([C:23]4[CH:24]=[N:25][N:26]([CH:28]([CH3:32])[C:29]([OH:31])=O)[CH:27]=4)=[CH:22][C:17]3=[N:16][CH:15]=2)[CH:11]=[CH:12][CH:13]=1)=[O:6].Cl.[F:36][C:37]1([F:42])[CH2:41][CH2:40][NH:39][CH2:38]1. (5) The reactants are: C[O:2][C:3]([C:5]1([C:8]2([CH3:13])[O:12][CH2:11][CH2:10][O:9]2)[CH2:7][CH2:6]1)=O.CC(C[AlH]CC(C)C)C.C(O)(C)C.O. Given the product [CH3:13][C:8]1([C:5]2([CH2:3][OH:2])[CH2:7][CH2:6]2)[O:9][CH2:10][CH2:11][O:12]1, predict the reactants needed to synthesize it.